From a dataset of NCI-60 drug combinations with 297,098 pairs across 59 cell lines. Regression. Given two drug SMILES strings and cell line genomic features, predict the synergy score measuring deviation from expected non-interaction effect. Drug 1: C1=CC(=CC=C1CCC2=CNC3=C2C(=O)NC(=N3)N)C(=O)NC(CCC(=O)O)C(=O)O. Drug 2: CN(CCCl)CCCl.Cl. Cell line: 786-0. Synergy scores: CSS=18.2, Synergy_ZIP=-13.6, Synergy_Bliss=-9.00, Synergy_Loewe=-6.12, Synergy_HSA=-4.50.